Dataset: Forward reaction prediction with 1.9M reactions from USPTO patents (1976-2016). Task: Predict the product of the given reaction. (1) Given the reactants [Br:1][C:2]1[CH:7]=[CH:6][C:5]([C:8]2[O:12][N:11]=[C:10]([CH3:13])[C:9]=2[NH2:14])=[CH:4][CH:3]=1.[OH:15][CH2:16][CH2:17][CH2:18][C:19](=O)[CH3:20], predict the reaction product. The product is: [Br:1][C:2]1[CH:3]=[CH:4][C:5]([C:8]2[O:12][N:11]=[C:10]([CH3:13])[C:9]=2[NH:14][CH:19]([CH3:20])[CH2:18][CH2:17][CH2:16][OH:15])=[CH:6][CH:7]=1. (2) Given the reactants [CH3:1][O:2][CH2:3][CH2:4][N:5]1[CH:9]=[CH:8][C:7]([N+:10]([O-])=O)=[N:6]1.CO.[H][H], predict the reaction product. The product is: [CH3:1][O:2][CH2:3][CH2:4][N:5]1[CH:9]=[CH:8][C:7]([NH2:10])=[N:6]1. (3) Given the reactants [Si]([O:8][CH2:9][C@H:10]1[O:14][C:13]([CH3:16])([CH3:15])[N:12]([C:17]([O:19][C:20]([CH3:23])([CH3:22])[CH3:21])=[O:18])[C@H:11]1[CH2:24][C:25]1[CH:30]=[C:29]([CH3:31])[N:28]=[C:27]([Cl:32])[CH:26]=1)(C(C)(C)C)(C)C.CCCC[N+](CCCC)(CCCC)CCCC.[F-], predict the reaction product. The product is: [Cl:32][C:27]1[CH:26]=[C:25]([CH2:24][C@H:11]2[C@@H:10]([CH2:9][OH:8])[O:14][C:13]([CH3:16])([CH3:15])[N:12]2[C:17]([O:19][C:20]([CH3:23])([CH3:22])[CH3:21])=[O:18])[CH:30]=[C:29]([CH3:31])[N:28]=1. (4) Given the reactants [C:1]([C:3]1[C:4]([N:15]2[CH2:20][CH2:19][N:18](C(OC(C)(C)C)=O)C[CH:16]2C)=[N:5][C:6]([CH3:14])=[C:7]([C:9]([O:11][CH2:12][CH3:13])=[O:10])[CH:8]=1)#[N:2].[C:29]([OH:35])([C:31]([F:34])([F:33])[F:32])=[O:30], predict the reaction product. The product is: [F:32][C:31]([F:34])([F:33])[C:29]([OH:35])=[O:30].[F:32][C:31]([F:34])([F:33])[C:29]([OH:35])=[O:30].[NH2:18][CH:19]1[CH2:16][N:15]([C:4]2[C:3]([C:1]#[N:2])=[CH:8][C:7]([C:9]([O:11][CH2:12][CH3:13])=[O:10])=[C:6]([CH3:14])[N:5]=2)[CH2:20]1. (5) Given the reactants [F:1][C:2]1[CH:7]=[CH:6][C:5]([CH:8]([CH:31]2[CH2:36][CH2:35][N:34]([CH:37]([CH3:39])[CH3:38])[CH2:33][CH2:32]2)[CH2:9][N:10]2[CH2:15][CH2:14][N:13]([CH2:16][CH2:17][CH2:18][C:19]3[CH:24]=[CH:23][CH:22]=[CH:21][C:20]=3[C:25]3[CH:30]=[CH:29][CH:28]=[CH:27][CH:26]=3)[CH2:12][CH2:11]2)=[CH:4][CH:3]=1.[ClH:40].O1CCOCC1, predict the reaction product. The product is: [ClH:40].[ClH:40].[ClH:40].[F:1][C:2]1[CH:7]=[CH:6][C:5]([CH:8]([CH:31]2[CH2:36][CH2:35][N:34]([CH:37]([CH3:39])[CH3:38])[CH2:33][CH2:32]2)[CH2:9][N:10]2[CH2:11][CH2:12][N:13]([CH2:16][CH2:17][CH2:18][C:19]3[CH:24]=[CH:23][CH:22]=[CH:21][C:20]=3[C:25]3[CH:30]=[CH:29][CH:28]=[CH:27][CH:26]=3)[CH2:14][CH2:15]2)=[CH:4][CH:3]=1. (6) The product is: [CH3:31][O:30][C:28](=[O:29])[CH2:27][N:16]1[CH2:17][CH2:18][CH:13]([C:10]2[O:9][C:8]([C:5]3[CH:6]=[CH:7][C:2]([F:1])=[CH:3][CH:4]=3)=[N:12][N:11]=2)[CH2:14][CH2:15]1. Given the reactants [F:1][C:2]1[CH:7]=[CH:6][C:5]([C:8]2[O:9][C:10]([CH:13]3[CH2:18][CH2:17][NH:16][CH2:15][CH2:14]3)=[N:11][N:12]=2)=[CH:4][CH:3]=1.C(N(CC)CC)C.Br[CH2:27][C:28]([O:30][CH3:31])=[O:29], predict the reaction product.